This data is from Catalyst prediction with 721,799 reactions and 888 catalyst types from USPTO. The task is: Predict which catalyst facilitates the given reaction. (1) The catalyst class is: 171. Product: [NH2:20][C:5]1[CH:4]=[C:3]([CH3:23])[C:2]([Cl:1])=[CH:7][C:6]=1[NH:8][CH2:9][CH2:10][CH2:11][CH2:12][CH2:13][CH2:14][C:15]([O:17][CH2:18][CH3:19])=[O:16]. Reactant: [Cl:1][C:2]1[C:3]([CH3:23])=[CH:4][C:5]([N+:20]([O-])=O)=[C:6]([NH:8][CH2:9][CH2:10][CH2:11][CH2:12][CH2:13][CH2:14][C:15]([O:17][CH2:18][CH3:19])=[O:16])[CH:7]=1.[H][H]. (2) Reactant: Cl[C:2]1[CH:7]=[C:6]([Cl:8])[N:5]=[C:4]([C:9]2[CH:14]=[CH:13][CH:12]=[CH:11][CH:10]=2)[N:3]=1.[Cl:15][C:16]1[CH:21]=[C:20]([Cl:22])[CH:19]=[CH:18][C:17]=1[CH2:23][NH:24][C:25]([CH:27]1[CH2:32][CH2:31][NH:30][CH2:29][CH2:28]1)=[O:26].[OH-].[Na+]. Product: [Cl:8][C:6]1[N:5]=[C:4]([C:9]2[CH:14]=[CH:13][CH:12]=[CH:11][CH:10]=2)[N:3]=[C:2]([N:30]2[CH2:31][CH2:32][CH:27]([C:25]([NH:24][CH2:23][C:17]3[CH:18]=[CH:19][C:20]([Cl:22])=[CH:21][C:16]=3[Cl:15])=[O:26])[CH2:28][CH2:29]2)[CH:7]=1. The catalyst class is: 12. (3) Reactant: [Cl:1][C:2]([Cl:52])([Cl:51])[CH2:3][O:4][C:5]([C@@H:7]1[CH2:12][CH2:11][CH2:10][N:9]([C:13](=[O:50])[C@@H:14]([NH:35][C:36](=[O:49])[C@@H:37]([NH:41][C:42]([O:44]C(C)(C)C)=O)[CH:38]([CH3:40])[CH3:39])[C@H:15]([O:17][Si:18]([C:31]([CH3:34])([CH3:33])[CH3:32])([C:25]2[CH:30]=[CH:29][CH:28]=[CH:27][CH:26]=2)[C:19]2[CH:24]=[CH:23][CH:22]=[CH:21][CH:20]=2)[CH3:16])[NH:8]1)=[O:6].FC(F)(F)S(O[Si](C)(C)C)(=O)=O.C(N(CC)C(C)C)(C)C.[C:74]([O:77][C@@H:78]([C:80]1[CH:89]=[CH:88][C:87]2[C:82](=[CH:83][C:84](/[CH:90]=[CH:91]/[C:92](C)([CH3:96])[C:93](O)=O)=[CH:85][CH:86]=2)[N:81]=1)[CH3:79])(=[O:76])[CH3:75].C[NH3+].F[P-](F)(F)(F)(F)F.N1(OC(N(C)C)=[N+](C)C)C2N=CC=CC=2N=N1.F[P-](F)(F)(F)(F)F. Product: [Cl:1][C:2]([Cl:51])([Cl:52])[CH2:3][O:4][C:5]([C@@H:7]1[CH2:12][CH2:11][CH2:10][N:9]([C:13](=[O:50])[C@@H:14]([NH:35][C:36](=[O:49])[C@@H:37]([NH:41][C:42](=[O:44])[C:92]([CH3:96])([CH3:93])/[CH:91]=[CH:90]/[C:84]2[CH:83]=[C:82]3[C:87]([CH:88]=[CH:89][C:80]([C@H:78]([O:77][C:74](=[O:76])[CH3:75])[CH3:79])=[N:81]3)=[CH:86][CH:85]=2)[CH:38]([CH3:40])[CH3:39])[C@H:15]([O:17][Si:18]([C:31]([CH3:34])([CH3:32])[CH3:33])([C:25]2[CH:30]=[CH:29][CH:28]=[CH:27][CH:26]=2)[C:19]2[CH:24]=[CH:23][CH:22]=[CH:21][CH:20]=2)[CH3:16])[NH:8]1)=[O:6]. The catalyst class is: 545. (4) Reactant: [NH2:1][CH2:2][CH:3]([OH:7])[C:4]([OH:6])=[O:5].[OH-].[Na+].[C:10](O[C:10]([O:12][C:13]([CH3:16])([CH3:15])[CH3:14])=[O:11])([O:12][C:13]([CH3:16])([CH3:15])[CH3:14])=[O:11]. Product: [C:13]([O:12][C:10]([NH:1][CH2:2][CH:3]([OH:7])[C:4]([OH:6])=[O:5])=[O:11])([CH3:16])([CH3:15])[CH3:14]. The catalyst class is: 30. (5) Reactant: [NH2:1][CH2:2][CH2:3][CH2:4][Si:5]([O:10][CH3:11])([O:8][CH3:9])[O:6][CH3:7].[C:12]([O:16][CH3:17])(=[O:15])[CH:13]=[CH2:14]. Product: [CH3:17][O:16][C:12]([CH2:13][CH2:14][N:1]([CH2:2][CH2:3][CH2:4][Si:5]([O:10][CH3:11])([O:6][CH3:7])[O:8][CH3:9])[CH2:14][CH2:13][C:12]([O:16][CH3:17])=[O:15])=[O:15]. The catalyst class is: 5.